Binary Classification. Given a miRNA mature sequence and a target amino acid sequence, predict their likelihood of interaction. From a dataset of Experimentally validated miRNA-target interactions with 360,000+ pairs, plus equal number of negative samples. (1) The miRNA is mmu-miR-467g with sequence UAUACAUACACACACAUAUAU. The protein sequence of the target gene is MMLKSVTESFAGMIHGLKVNHLTDGIIRRSKRMILDSLGVGFLGTGTEVFHKVTQYSKIYSSNTSSTVWGRPDFRLPPTYAAFVNGVAVHSMDFDDTWHPATHPSGAVLPVLTALSEALPQIPKFSGLDLLLAFNVGIEVQGRLMHFSKEAKDIPKRFHPPSVVGTLGSAAAASKFLGLSLTKCREALAIAVSHAGAPIANAATQTKPLHIGNAAKHGMEATFLAMLGLQGNKQILDLGSGFGAFYANYSPEDLPSLDSHIWLLDQQDVAFKSFPAHLATHWVADAAAAVRKHLVTPERA.... Result: 0 (no interaction). (2) The miRNA is dme-miR-8-3p with sequence UAAUACUGUCAGGUAAAGAUGUC. The protein sequence of the target gene is MGLLLPLALCILVLCCGAMSPPQLALNPSALLSRGCNDSDVLAVAGFALRDINKDRKDGYVLRLNRVNDAQEYRRGGLGSLFYLTLDVLETDCHVLRKKAWQDCGMRIFFESVYGQCKAIFYMNNPSRVLYLAAYNCTLRPVSKKKIYMTCPDCPSSIPTDSSNHQVLEAATESLAKYNNENTSKQYSLFKVTRASSQWVVGPSYFVEYLIKESPCTKSQASSCSLQSSDSVPVGLCKGSLTRTHWEKFVSVTCDFFESQAPATGSENSAVNQKPTNLPKVEESQQKNTPPTDSPSKAGP.... Result: 0 (no interaction). (3) The miRNA is mmu-miR-541-5p with sequence AAGGGAUUCUGAUGUUGGUCACACU. The protein sequence of the target gene is MAPANLGLTPHWVMLLGAVLLLLLSGASAQEPPRVGCSEYTNRSCEECLRNVSCLWCNENKACMDYPVRKILPPASLCKLSSARWGVCWVNFEALIITMSVLGGSVLLGITVCCCYCCRRKKSRKPDKSDERAMREQEERRVRQEERRAEMKSRHDEIRKKYGLFKEQNPYEKF. Result: 1 (interaction). (4) The miRNA is hsa-miR-1248 with sequence ACCUUCUUGUAUAAGCACUGUGCUAAA. The protein sequence of the target gene is MEIPVPVQPSWLRRASAPLPGLSAPGRLFDQRFGEGLLEAELAALCPTTLAPYYLRAPSVALPVAQVPTDPGHFSVLLDVKHFSPEEIAVKVVGEHVEVHARHEERPDEHGFVAREFHRRYRLPPGVDPAAVTSALSPEGVLSIQAAPASAQAPPPAAAK. Result: 0 (no interaction).